Dataset: NCI-60 drug combinations with 297,098 pairs across 59 cell lines. Task: Regression. Given two drug SMILES strings and cell line genomic features, predict the synergy score measuring deviation from expected non-interaction effect. (1) Synergy scores: CSS=61.2, Synergy_ZIP=-1.19, Synergy_Bliss=-3.39, Synergy_Loewe=-4.32, Synergy_HSA=-1.13. Drug 1: C1=CC(=CC=C1CCC2=CNC3=C2C(=O)NC(=N3)N)C(=O)NC(CCC(=O)O)C(=O)O. Drug 2: C1=NC2=C(N1)C(=S)N=C(N2)N. Cell line: HL-60(TB). (2) Drug 1: C1CCN(CC1)CCOC2=CC=C(C=C2)C(=O)C3=C(SC4=C3C=CC(=C4)O)C5=CC=C(C=C5)O. Drug 2: CC1=C(C=C(C=C1)NC2=NC=CC(=N2)N(C)C3=CC4=NN(C(=C4C=C3)C)C)S(=O)(=O)N.Cl. Cell line: HOP-62. Synergy scores: CSS=5.83, Synergy_ZIP=-1.74, Synergy_Bliss=0.0899, Synergy_Loewe=-0.919, Synergy_HSA=-0.777. (3) Drug 1: CC1CCC2CC(C(=CC=CC=CC(CC(C(=O)C(C(C(=CC(C(=O)CC(OC(=O)C3CCCCN3C(=O)C(=O)C1(O2)O)C(C)CC4CCC(C(C4)OC)OCCO)C)C)O)OC)C)C)C)OC. Drug 2: C1=NC2=C(N1)C(=S)N=CN2. Cell line: CCRF-CEM. Synergy scores: CSS=50.6, Synergy_ZIP=-8.17, Synergy_Bliss=-7.29, Synergy_Loewe=-6.23, Synergy_HSA=-4.64. (4) Drug 1: CC1=CC=C(C=C1)C2=CC(=NN2C3=CC=C(C=C3)S(=O)(=O)N)C(F)(F)F. Drug 2: CN1C(=O)N2C=NC(=C2N=N1)C(=O)N. Cell line: SK-MEL-5. Synergy scores: CSS=0.481, Synergy_ZIP=2.62, Synergy_Bliss=4.15, Synergy_Loewe=2.09, Synergy_HSA=-0.380. (5) Drug 1: C1C(C(OC1N2C=C(C(=O)NC2=O)F)CO)O. Drug 2: CCC1(C2=C(COC1=O)C(=O)N3CC4=CC5=C(C=CC(=C5CN(C)C)O)N=C4C3=C2)O.Cl. Cell line: SK-OV-3. Synergy scores: CSS=10.5, Synergy_ZIP=-4.15, Synergy_Bliss=-2.65, Synergy_Loewe=-10.5, Synergy_HSA=-2.08.